Dataset: Catalyst prediction with 721,799 reactions and 888 catalyst types from USPTO. Task: Predict which catalyst facilitates the given reaction. (1) Reactant: [NH2:1][CH2:2][CH2:3][N:4]1[CH2:9][CH2:8][NH:7][CH2:6][CH2:5]1.C(N(CC)CC)C.[C:17](Cl)([C:30]1[CH:35]=[CH:34][CH:33]=[CH:32][CH:31]=1)([C:24]1[CH:29]=[CH:28][CH:27]=[CH:26][CH:25]=1)[C:18]1[CH:23]=[CH:22][CH:21]=[CH:20][CH:19]=1. Product: [N:4]1([CH2:3][CH2:2][NH:1][C:17]([C:18]2[CH:23]=[CH:22][CH:21]=[CH:20][CH:19]=2)([C:30]2[CH:31]=[CH:32][CH:33]=[CH:34][CH:35]=2)[C:24]2[CH:25]=[CH:26][CH:27]=[CH:28][CH:29]=2)[CH2:9][CH2:8][NH:7][CH2:6][CH2:5]1. The catalyst class is: 2. (2) Reactant: [CH:1]1[C:10]2[C:5](=[CH:6][CH:7]=[CH:8][CH:9]=2)[CH:4]=[CH:3][C:2]=1[S:11]([N:14]1[CH2:18][C@H:17]([S:19][C:20]([C:33]2[CH:38]=[CH:37][CH:36]=[CH:35][CH:34]=2)([C:27]2[CH:32]=[CH:31][CH:30]=[CH:29][CH:28]=2)[C:21]2[CH:26]=[CH:25][CH:24]=[CH:23][CH:22]=2)[CH2:16][C@H:15]1[C:39]([NH:41][NH2:42])=[O:40])(=[O:13])=[O:12].C(N(C(C)C)C(C)C)C.[Br:52][CH2:53][CH2:54][CH2:55][C:56](Cl)=[O:57]. Product: [Br:52][CH2:53][CH2:54][CH2:55][C:56]([NH:42][NH:41][C:39]([C@@H:15]1[CH2:16][C@@H:17]([S:19][C:20]([C:27]2[CH:28]=[CH:29][CH:30]=[CH:31][CH:32]=2)([C:21]2[CH:26]=[CH:25][CH:24]=[CH:23][CH:22]=2)[C:33]2[CH:34]=[CH:35][CH:36]=[CH:37][CH:38]=2)[CH2:18][N:14]1[S:11]([C:2]1[CH:3]=[CH:4][C:5]2[C:10](=[CH:9][CH:8]=[CH:7][CH:6]=2)[CH:1]=1)(=[O:13])=[O:12])=[O:40])=[O:57]. The catalyst class is: 1. (3) Reactant: B(Br)(Br)Br.CSC.[C:8]([CH2:11][NH:12][CH:13]1[CH2:17][CH2:16][N:15]([C:18]2[CH:23]=[CH:22][C:21]([NH:24][C:25]([C:27]3([C:30]4[CH:35]=[CH:34][C:33]([O:36]C)=[CH:32][CH:31]=4)[CH2:29][CH2:28]3)=[O:26])=[CH:20][CH:19]=2)[CH2:14]1)(=[O:10])[CH3:9].O. Product: [C:8]([CH2:11][NH:12][CH:13]1[CH2:17][CH2:16][N:15]([C:18]2[CH:19]=[CH:20][C:21]([NH:24][C:25]([C:27]3([C:30]4[CH:35]=[CH:34][C:33]([OH:36])=[CH:32][CH:31]=4)[CH2:28][CH2:29]3)=[O:26])=[CH:22][CH:23]=2)[CH2:14]1)(=[O:10])[CH3:9]. The catalyst class is: 4. (4) The catalyst class is: 243. Reactant: C(OC(=O)[N:7]([C:12]1[CH:13]=[N:14][CH:15]=[CH:16][C:17]=1[C:18]1[CH:23]=[CH:22][CH:21]=[CH:20][C:19]=1[Cl:24])[CH2:8][CH2:9][O:10][CH3:11])(C)(C)C. Product: [Cl:24][C:19]1[CH:20]=[CH:21][CH:22]=[CH:23][C:18]=1[C:17]1[CH:16]=[CH:15][N:14]=[CH:13][C:12]=1[NH:7][CH2:8][CH2:9][O:10][CH3:11]. (5) Reactant: [CH3:1][O:2][C@@H:3]([C@@H:33]([N:38]([CH3:46])[C:39](=[O:45])[C@H:40]([CH:42]([CH3:44])[CH3:43])[NH2:41])[C@@H:34]([CH3:37])[CH2:35][CH3:36])[CH2:4][C:5]([N:7]1[CH2:11][CH2:10][CH2:9][C@H:8]1[C@H:12]([O:31][CH3:32])[C@@H:13]([CH3:30])[C:14](=[O:29])[NH:15][C@H:16]([C:24]1[S:25][CH:26]=[CH:27][N:28]=1)[CH2:17][C:18]1[CH:23]=[CH:22][CH:21]=[CH:20][CH:19]=1)=[O:6].[C:47]([O:51][C:52]([N:54]1[CH2:58][CH2:57][C@@:56]([F:62])([C:59](O)=[O:60])[CH2:55]1)=[O:53])([CH3:50])([CH3:49])[CH3:48].CN(C(ON1N=NC2C=CC=NC1=2)=[N+](C)C)C.F[P-](F)(F)(F)(F)F.C(N(C(C)C)CC)(C)C. Product: [F:62][C@@:56]1([C:59](=[O:60])[NH:41][C@@H:40]([CH:42]([CH3:44])[CH3:43])[C:39]([N:38]([C@@H:33]([C@@H:34]([CH3:37])[CH2:35][CH3:36])[C@H:3]([O:2][CH3:1])[CH2:4][C:5]([N:7]2[CH2:11][CH2:10][CH2:9][C@H:8]2[C@H:12]([O:31][CH3:32])[C@@H:13]([CH3:30])[C:14](=[O:29])[NH:15][C@H:16]([C:24]2[S:25][CH:26]=[CH:27][N:28]=2)[CH2:17][C:18]2[CH:19]=[CH:20][CH:21]=[CH:22][CH:23]=2)=[O:6])[CH3:46])=[O:45])[CH2:57][CH2:58][N:54]([C:52]([O:51][C:47]([CH3:48])([CH3:49])[CH3:50])=[O:53])[CH2:55]1. The catalyst class is: 4. (6) Reactant: CCOCC.[F:6][C:7]1[CH:12]=[CH:11][C:10]([Mg]Br)=[CH:9][CH:8]=1.[F:15][C:16]1[C:27]([C:28]([F:31])([F:30])[F:29])=[CH:26][CH:25]=[CH:24][C:17]=1[C:18](N(OC)C)=[O:19]. Product: [F:15][C:16]1[C:27]([C:28]([F:31])([F:30])[F:29])=[CH:26][CH:25]=[CH:24][C:17]=1[C:18]([C:10]1[CH:11]=[CH:12][C:7]([F:6])=[CH:8][CH:9]=1)=[O:19]. The catalyst class is: 1.